The task is: Predict the product of the given reaction.. This data is from Forward reaction prediction with 1.9M reactions from USPTO patents (1976-2016). (1) Given the reactants [F:1][C:2]([F:20])([F:19])[C:3]1[CH:8]=[CH:7][C:6]([C:9]2[CH:13]=[C:12]([CH2:14][CH2:15][CH2:16][CH2:17][OH:18])[O:11][N:10]=2)=[CH:5][CH:4]=1.[CH2:21]([O:23][C:24]1[CH:29]=[C:28](O)[CH:27]=[CH:26][C:25]=1[CH2:31][CH2:32][C:33]([O:35]CC)=[O:34])[CH3:22].C1(P(C2C=CC=CC=2)C2C=CC=CC=2)C=CC=CC=1.N(C(OCC)=O)=NC(OCC)=O, predict the reaction product. The product is: [CH2:21]([O:23][C:24]1[CH:29]=[C:28]([O:18][CH2:17][CH2:16][CH2:15][CH2:14][C:12]2[O:11][N:10]=[C:9]([C:6]3[CH:5]=[CH:4][C:3]([C:2]([F:1])([F:19])[F:20])=[CH:8][CH:7]=3)[CH:13]=2)[CH:27]=[CH:26][C:25]=1[CH2:31][CH2:32][C:33]([OH:35])=[O:34])[CH3:22]. (2) The product is: [CH2:1]([C:5]1[O:6][C:7]2[CH:13]=[CH:12][C:11]([NH:14][S:16]([CH3:15])(=[O:18])=[O:17])=[CH:10][C:8]=2[CH:9]=1)[CH2:2][CH2:3][CH3:4]. Given the reactants [CH2:1]([C:5]1[O:6][C:7]2[CH:13]=[CH:12][C:11]([NH2:14])=[CH:10][C:8]=2[CH:9]=1)[CH2:2][CH2:3][CH3:4].[CH3:15][S:16](O[S:16]([CH3:15])(=[O:18])=[O:17])(=[O:18])=[O:17].CS(Cl)(=O)=O.[F-], predict the reaction product. (3) The product is: [CH3:2][O:3][C:4]1[CH:12]=[CH:11][CH:10]=[C:9]2[C:5]=1[CH2:6][CH:7]([C:13]([O:15][CH3:18])=[O:14])[NH:8]2. Given the reactants [Mg].[CH3:2][O:3][C:4]1[CH:12]=[CH:11][CH:10]=[C:9]2[C:5]=1[CH:6]=[C:7]([C:13]([OH:15])=[O:14])[NH:8]2.Cl.N.[CH3:18]O, predict the reaction product. (4) Given the reactants CS(O[CH2:6][CH2:7][C:8]1([C:29]2[CH:34]=[CH:33][CH:32]=[CH:31][CH:30]=2)[O:13][C:12](=[O:14])[N:11]([C:15]2[CH:16]=[C:17]([C:21]3[CH:26]=[CH:25][C:24]([F:27])=[CH:23][C:22]=3[F:28])[CH:18]=[CH:19][CH:20]=2)[CH2:10][CH2:9]1)(=O)=O.[N-:35]=[N+:36]=[N-:37].[Na+], predict the reaction product. The product is: [N:35]([CH2:6][CH2:7][C:8]1([C:29]2[CH:34]=[CH:33][CH:32]=[CH:31][CH:30]=2)[O:13][C:12](=[O:14])[N:11]([C:15]2[CH:16]=[C:17]([C:21]3[CH:26]=[CH:25][C:24]([F:27])=[CH:23][C:22]=3[F:28])[CH:18]=[CH:19][CH:20]=2)[CH2:10][CH2:9]1)=[N+:36]=[N-:37].